This data is from Full USPTO retrosynthesis dataset with 1.9M reactions from patents (1976-2016). The task is: Predict the reactants needed to synthesize the given product. Given the product [CH3:37][N:10]([CH3:9])[C:11]([C:13]1[CH:18]=[N:17][C:16]([O:19][C:20]2[CH:21]=[C:22]([C:23](=[O:25])[NH:44][C:41]3[S:42][CH:43]=[C:39]([CH3:38])[N:40]=3)[CH:26]=[C:27]([O:29][C@H:30]3[CH2:34][CH2:33][N:32]([CH3:35])[C:31]3=[O:36])[CH:28]=2)=[CH:15][N:14]=1)=[O:12], predict the reactants needed to synthesize it. The reactants are: ClC(N(C)C)=C(C)C.[CH3:9][N:10]([CH3:37])[C:11]([C:13]1[N:14]=[CH:15][C:16]([O:19][C:20]2[CH:21]=[C:22]([CH:26]=[C:27]([O:29][C@H:30]3[CH2:34][CH2:33][N:32]([CH3:35])[C:31]3=[O:36])[CH:28]=2)[C:23]([OH:25])=O)=[N:17][CH:18]=1)=[O:12].[CH3:38][C:39]1[N:40]=[C:41]([NH2:44])[S:42][CH:43]=1.N1C=CC=CC=1.